This data is from NCI-60 drug combinations with 297,098 pairs across 59 cell lines. The task is: Regression. Given two drug SMILES strings and cell line genomic features, predict the synergy score measuring deviation from expected non-interaction effect. (1) Drug 1: C1C(C(OC1N2C=NC3=C(N=C(N=C32)Cl)N)CO)O. Drug 2: C1=NC2=C(N=C(N=C2N1C3C(C(C(O3)CO)O)F)Cl)N. Cell line: SK-MEL-5. Synergy scores: CSS=11.5, Synergy_ZIP=-3.95, Synergy_Bliss=0.206, Synergy_Loewe=-10.6, Synergy_HSA=1.58. (2) Drug 1: CN1C(=O)N2C=NC(=C2N=N1)C(=O)N. Drug 2: C(CCl)NC(=O)N(CCCl)N=O. Cell line: HOP-62. Synergy scores: CSS=-0.785, Synergy_ZIP=2.33, Synergy_Bliss=5.80, Synergy_Loewe=-2.60, Synergy_HSA=0.0856.